From a dataset of CYP3A4 inhibition data for predicting drug metabolism from PubChem BioAssay. Regression/Classification. Given a drug SMILES string, predict its absorption, distribution, metabolism, or excretion properties. Task type varies by dataset: regression for continuous measurements (e.g., permeability, clearance, half-life) or binary classification for categorical outcomes (e.g., BBB penetration, CYP inhibition). Dataset: cyp3a4_veith. (1) The compound is CCN1C(=O)C=CC1=O. The result is 0 (non-inhibitor). (2) The molecule is N[C@@H](CSCc1ccccc1)C(=O)O. The result is 0 (non-inhibitor). (3) The drug is C=C/C(C)=C/[C@]1(C)SC(=O)C(C)=C1O. The result is 0 (non-inhibitor). (4) The result is 0 (non-inhibitor). The compound is C#CCCCO/N=C1\[C@@H]2CCn3c(=O)n(-c4ccccc4)c(=O)n3[C@H]2[C@H](O)[C@H]2O[C@H]12. (5) The molecule is Cn1c(=O)c2[nH]c([C@@H]3CC(=O)C[C@H](c4nc5c([nH]4)c(=O)n(C)c(=O)n5C)N3)nc2n(C)c1=O. The result is 0 (non-inhibitor). (6) The molecule is Cc1ccc(S(=O)(=O)c2c(C)cc(-c3ccccc3)[nH]c2=O)cc1. The result is 1 (inhibitor). (7) The compound is CCn1c(CCNC(=O)c2ccccc2Cl)n[nH]c1=S. The result is 0 (non-inhibitor).